Dataset: Catalyst prediction with 721,799 reactions and 888 catalyst types from USPTO. Task: Predict which catalyst facilitates the given reaction. Reactant: O=[C:2]1[CH2:7][CH2:6][N:5]([CH2:8][C:9]2[N:14]=[C:13]([NH:15][C:16]([NH:18][C:19]3[N:20]=[C:21]([C:24]4[CH:29]=[CH:28][N:27]=[CH:26][CH:25]=4)[S:22][CH:23]=3)=[O:17])[CH:12]=[CH:11][CH:10]=2)[CH2:4][CH2:3]1.[CH2:30]([CH2:32][NH2:33])[OH:31]. Product: [OH:31][CH2:30][CH2:32][NH:33][CH:2]1[CH2:3][CH2:4][N:5]([CH2:8][C:9]2[N:14]=[C:13]([NH:15][C:16]([NH:18][C:19]3[N:20]=[C:21]([C:24]4[CH:25]=[CH:26][N:27]=[CH:28][CH:29]=4)[S:22][CH:23]=3)=[O:17])[CH:12]=[CH:11][CH:10]=2)[CH2:6][CH2:7]1. The catalyst class is: 5.